Predict the reaction yield, written as a fraction of the theoretical maximum amount of product (1.0 means a 100% yield; for example, 0.34 means a 34% yield). From a dataset of Reaction yield outcomes from USPTO patents with 853,638 reactions. (1) The reactants are [CH3:1][C:2]1[CH:23]=[C:22]([CH3:24])[C:21]([C:25]2[NH:33][C:28]3[CH2:29][NH:30][CH2:31][CH2:32][C:27]=3[N:26]=2)=[CH:20][C:3]=1[C:4]([N:6]1[CH2:11][CH2:10][CH:9]([C:12]2[CH:19]=[CH:18][C:15]([C:16]#[N:17])=[CH:14][CH:13]=2)[CH2:8][CH2:7]1)=[O:5].[O:34]1[CH2:37][C:36](=O)[CH2:35]1.[B-]C#N.[Na+].C(O)(=O)C. The catalyst is CO.C1COCC1.ClCCl. The product is [CH3:1][C:2]1[CH:23]=[C:22]([CH3:24])[C:21]([C:25]2[NH:26][C:27]3[CH2:32][CH2:31][N:30]([CH:36]4[CH2:37][O:34][CH2:35]4)[CH2:29][C:28]=3[N:33]=2)=[CH:20][C:3]=1[C:4]([N:6]1[CH2:7][CH2:8][CH:9]([C:12]2[CH:13]=[CH:14][C:15]([C:16]#[N:17])=[CH:18][CH:19]=2)[CH2:10][CH2:11]1)=[O:5]. The yield is 0.600. (2) The reactants are Cl[C:2]1[C:7]([N+:8]([O-:10])=[O:9])=[CH:6][CH:5]=[C:4]([Cl:11])[N:3]=1.C(N(CC)CC)C.[NH2:19][C:20]1[CH:25]=[CH:24][C:23]([OH:26])=[CH:22][CH:21]=1. The catalyst is CO. The product is [OH:26][C:23]1[CH:24]=[CH:25][C:20]([NH:19][C:2]2[C:7]([N+:8]([O-:10])=[O:9])=[CH:6][CH:5]=[C:4]([Cl:11])[N:3]=2)=[CH:21][CH:22]=1. The yield is 0.780. (3) The catalyst is C1COCC1. The yield is 0.810. The reactants are C([O:3][C:4](=O)[CH2:5][CH2:6][C:7]1[CH:11]=[C:10]([C:12]2[CH:17]=[CH:16][C:15]([CH3:18])=[CH:14][CH:13]=2)[N:9]([C:19]2[CH:24]=[CH:23][C:22]([S:25](=[O:28])(=[O:27])[NH2:26])=[CH:21][CH:20]=2)[N:8]=1)C.[H-].[H-].[H-].[H-].[Li+].[Al+3].O. The product is [OH:3][CH2:4][CH2:5][CH2:6][C:7]1[CH:11]=[C:10]([C:12]2[CH:13]=[CH:14][C:15]([CH3:18])=[CH:16][CH:17]=2)[N:9]([C:19]2[CH:24]=[CH:23][C:22]([S:25]([NH2:26])(=[O:28])=[O:27])=[CH:21][CH:20]=2)[N:8]=1. (4) The reactants are Br[C:2]1[CH:3]=[C:4]([O:10][C:11]2[C:12]([CH3:17])=[N:13][CH:14]=[CH:15][CH:16]=2)[C:5]([C:8]#[N:9])=[N:6][CH:7]=1.[NH:18]1[CH:23]=[CH:22][CH:21]=[CH:20][C:19]1=[S:24].[H-].[Na+].O. The catalyst is CN(C=O)C. The product is [CH3:17][C:12]1[C:11]([O:10][C:4]2[C:5]([C:8]#[N:9])=[N:6][CH:7]=[C:2]([S:24][C:19]3[CH:20]=[CH:21][CH:22]=[CH:23][N:18]=3)[CH:3]=2)=[CH:16][CH:15]=[CH:14][N:13]=1. The yield is 0.968. (5) The reactants are C([N:8]1[CH2:13][CH2:12][N:11]([CH:14]2[CH2:24][CH:17]3[CH2:18][N:19]([C:21](=[O:23])[CH3:22])[CH2:20][CH:16]3[CH2:15]2)[CH2:10][CH2:9]1)C1C=CC=CC=1. The catalyst is CO.[OH-].[OH-].[Pd+2]. The product is [N:11]1([CH:14]2[CH2:24][CH:17]3[CH2:18][N:19]([C:21](=[O:23])[CH3:22])[CH2:20][CH:16]3[CH2:15]2)[CH2:12][CH2:13][NH:8][CH2:9][CH2:10]1. The yield is 0.870.